Dataset: Full USPTO retrosynthesis dataset with 1.9M reactions from patents (1976-2016). Task: Predict the reactants needed to synthesize the given product. (1) Given the product [F:18][C:2]1([F:1])[CH2:3][CH2:4][CH:5]([NH:8][C:9]2[N:17]=[CH:16][CH:15]=[CH:14][C:10]=2[C:11]([NH:20][C:21]([CH3:26])([CH2:24][CH3:25])[C:22]#[CH:23])=[O:13])[CH2:6][CH2:7]1, predict the reactants needed to synthesize it. The reactants are: [F:1][C:2]1([F:18])[CH2:7][CH2:6][CH:5]([NH:8][C:9]2[N:17]=[CH:16][CH:15]=[CH:14][C:10]=2[C:11]([OH:13])=O)[CH2:4][CH2:3]1.Cl.[NH2:20][C:21]([CH3:26])([CH2:24][CH3:25])[C:22]#[CH:23].C1C=CC2N(O)N=NC=2C=1.CCN=C=NCCCN(C)C.CCN(C(C)C)C(C)C. (2) The reactants are: C[O:2][C:3]([C:5]1([NH:8][C:9]([C:11]2[C:12]([O:29][CH3:30])=[C:13]3[C:17](=[CH:18][CH:19]=2)[NH:16][N:15]=[C:14]3/[CH:20]=[CH:21]/[C:22]2[CH:27]=[CH:26][C:25]([F:28])=[CH:24][CH:23]=2)=[O:10])[CH2:7][CH2:6]1)=[O:4].[OH-].[Na+]. Given the product [F:28][C:25]1[CH:24]=[CH:23][C:22](/[CH:21]=[CH:20]/[C:14]2[C:13]3[C:17](=[CH:18][CH:19]=[C:11]([C:9]([NH:8][C:5]4([C:3]([OH:4])=[O:2])[CH2:7][CH2:6]4)=[O:10])[C:12]=3[O:29][CH3:30])[NH:16][N:15]=2)=[CH:27][CH:26]=1, predict the reactants needed to synthesize it. (3) Given the product [C:5]([O:7][CH2:2][CH3:1])(=[O:6])[CH2:4][CH2:3][C:8]([CH3:9])=[O:10], predict the reactants needed to synthesize it. The reactants are: [CH3:1][C:2]1[O:7][C:5](=[O:6])[CH2:4][CH:3]=1.[CH2:8]([OH:10])[CH3:9]. (4) Given the product [CH3:1][O:2][C:3]1[CH:4]=[C:5]2[C:9](=[CH:10][CH:11]=1)[CH2:8][CH:7]([C:12]1[CH:13]=[C:14]([CH:19]=[CH:20][CH:21]=1)[C:15]([O:17][CH3:18])=[O:16])[CH2:6]2, predict the reactants needed to synthesize it. The reactants are: [CH3:1][O:2][C:3]1[CH:4]=[C:5]2[C:9](=[CH:10][CH:11]=1)[CH2:8][C:7]([C:12]1[CH:13]=[C:14]([CH:19]=[CH:20][CH:21]=1)[C:15]([O:17][CH3:18])=[O:16])=[CH:6]2.COC1C=C2C(C=C(C3C=C(C=CC=3)C(OC)=O)C2)=CC=1. (5) Given the product [NH2:1][C:4]1[CH:19]=[CH:18][CH:17]=[CH:16][C:5]=1[O:6][CH2:7][CH2:8][O:9][CH2:10][CH2:11][O:12][CH2:13][CH2:14][OH:15], predict the reactants needed to synthesize it. The reactants are: [N+:1]([C:4]1[CH:19]=[CH:18][CH:17]=[CH:16][C:5]=1[O:6][CH2:7][CH2:8][O:9][CH2:10][CH2:11][O:12][CH2:13][CH2:14][OH:15])([O-])=O. (6) Given the product [Br:13][C:14]1[S:18][C:17]([S:19]([NH:1][C:2]2[CH:7]=[CH:6][CH:5]=[C:4]([C:8]3[NH:12][N:11]=[N:10][N:9]=3)[CH:3]=2)(=[O:21])=[O:20])=[CH:16][CH:15]=1, predict the reactants needed to synthesize it. The reactants are: [NH2:1][C:2]1[CH:3]=[C:4]([C:8]2[NH:12][N:11]=[N:10][N:9]=2)[CH:5]=[CH:6][CH:7]=1.[Br:13][C:14]1[S:18][C:17]([S:19](Cl)(=[O:21])=[O:20])=[CH:16][CH:15]=1.N1C=CC=CC=1. (7) Given the product [CH3:1][O:2][C:3]([C@@H:5]1[CH2:33][C@@H:32]2[CH2:34][N:6]1[C:7](=[O:41])[C@H:8]([C:37]([CH3:39])([CH3:38])[CH3:40])[NH:9][C:10](=[O:36])[O:11][C@@H:12]1[CH2:35][C@H:13]1[CH2:14][CH2:15][CH2:16][CH2:17][CH2:18][C:19]1[C:20]([O:31]2)=[N:21][C:22]2[CH:23]=[CH:24][CH:25]=[CH:26][C:27]=2[C:28]=1[CH2:29][N:42]1[CH2:47][CH2:46][O:45][CH2:44][CH2:43]1)=[O:4], predict the reactants needed to synthesize it. The reactants are: [CH3:1][O:2][C:3]([C@@H:5]1[CH2:33][C@@H:32]2[CH2:34][N:6]1[C:7](=[O:41])[C@H:8]([C:37]([CH3:40])([CH3:39])[CH3:38])[NH:9][C:10](=[O:36])[O:11][C@@H:12]1[CH2:35][C@H:13]1[CH2:14][CH2:15][CH2:16][CH2:17][CH2:18][C:19]1[C:20]([O:31]2)=[N:21][C:22]2[CH:23]=[CH:24][CH:25]=[CH:26][C:27]=2[C:28]=1[CH:29]=O)=[O:4].[NH:42]1[CH2:47][CH2:46][O:45][CH2:44][CH2:43]1.C(O)(=O)C.C(O[BH-](OC(=O)C)OC(=O)C)(=O)C.[Na+].